Dataset: Full USPTO retrosynthesis dataset with 1.9M reactions from patents (1976-2016). Task: Predict the reactants needed to synthesize the given product. (1) Given the product [Cl:17][C:12]1[CH:11]=[C:10]([C:8]2([CH2:7][CH2:6][O:5][S:2]([CH3:1])(=[O:4])=[O:3])[CH2:9][C:20]2([C:25]([O:27][CH3:28])=[O:26])[C:21]([O:23][CH3:24])=[O:22])[CH:15]=[CH:14][C:13]=1[Cl:16], predict the reactants needed to synthesize it. The reactants are: [CH3:1][S:2]([O:5][CH2:6][CH2:7][C:8]([C:10]1[CH:15]=[CH:14][C:13]([Cl:16])=[C:12]([Cl:17])[CH:11]=1)=[CH2:9])(=[O:4])=[O:3].[N+](=[C:20]([C:25]([O:27][CH3:28])=[O:26])[C:21]([O:23][CH3:24])=[O:22])=[N-]. (2) Given the product [NH:1]1[C:9]2[C:4](=[CH:5][CH:6]=[CH:7][CH:8]=2)[CH:3]=[C:2]1[C:3]([C:4]1[CH:9]=[CH:8][CH:7]=[C:6]([C:2]2[NH:1][C:9]3[C:4]([CH:3]=2)=[CH:5][CH:6]=[CH:7][CH:8]=3)[CH:5]=1)=[O:10], predict the reactants needed to synthesize it. The reactants are: [NH:1]1[C:9]2[C:4](=[CH:5][CH:6]=[CH:7][CH:8]=2)[CH:3]=[CH:2]1.[OH-:10].[Na+]. (3) Given the product [C:23]([O:22][C:20]([N:11]([C:20]([O:22][C:23]([CH3:24])([CH3:25])[CH3:26])=[O:21])[C:5]1[C:4]2[C:8](=[CH:9][CH:10]=[C:2]([Br:1])[CH:3]=2)[N:7]([C:20]([O:22][C:23]([CH3:26])([CH3:25])[CH3:24])=[O:21])[N:6]=1)=[O:21])([CH3:26])([CH3:25])[CH3:24], predict the reactants needed to synthesize it. The reactants are: [Br:1][C:2]1[CH:3]=[C:4]2[C:8](=[CH:9][CH:10]=1)[NH:7][N:6]=[C:5]2[NH2:11].[C:20](O[C:20]([O:22][C:23]([CH3:26])([CH3:25])[CH3:24])=[O:21])([O:22][C:23]([CH3:26])([CH3:25])[CH3:24])=[O:21].